From a dataset of Forward reaction prediction with 1.9M reactions from USPTO patents (1976-2016). Predict the product of the given reaction. (1) Given the reactants Cl[C:2]1[N:10]=[C:9]2[C:5]([N:6]=[C:7]([CH:12]=[O:13])[N:8]2[CH3:11])=[C:4]([N:14]2[CH2:19][CH2:18][O:17][CH2:16][CH2:15]2)[N:3]=1.[CH:20]1([C:23]2[NH:24][C:25]3[CH:31]=[CH:30][CH:29]=[CH:28][C:26]=3[N:27]=2)[CH2:22][CH2:21]1.CC(C1C=C(C(C)C)C(C2C=CC=CC=2P(C2CCCCC2)C2CCCCC2)=C(C(C)C)C=1)C.C([O-])([O-])=O.[Cs+].[Cs+], predict the reaction product. The product is: [CH:20]1([C:23]2[N:24]([C:2]3[N:10]=[C:9]4[C:5]([N:6]=[C:7]([CH:12]=[O:13])[N:8]4[CH3:11])=[C:4]([N:14]4[CH2:19][CH2:18][O:17][CH2:16][CH2:15]4)[N:3]=3)[C:25]3[CH:31]=[CH:30][CH:29]=[CH:28][C:26]=3[N:27]=2)[CH2:22][CH2:21]1. (2) Given the reactants [N+:1]([O:4][CH2:5][CH2:6][CH2:7][CH2:8][C:9]([OH:11])=[O:10])([O-:3])=[O:2].O[N:13]1[C:17](=[O:18])[CH2:16][CH2:15][C:14]1=[O:19].CN(C)CCCN=C=NCC, predict the reaction product. The product is: [N+:1]([O:4][CH2:5][CH2:6][CH2:7][CH2:8][C:9]([O:11][N:13]1[C:17](=[O:18])[CH2:16][CH2:15][C:14]1=[O:19])=[O:10])([O-:3])=[O:2]. (3) Given the reactants [NH2:1][C:2]1[N:7]=[C:6](Cl)[CH:5]=[C:4]([CH3:9])[N:3]=1.[CH3:10][N:11]([CH3:16])[CH2:12][CH2:13][CH2:14][NH2:15].C([O-])(=O)C.[Na+], predict the reaction product. The product is: [NH2:1][C:2]1[N:7]=[C:6]([NH:15][CH2:14][CH2:13][CH2:12][N:11]([CH3:16])[CH3:10])[CH:5]=[C:4]([CH3:9])[N:3]=1. (4) Given the reactants C(O)(=O)C(O)=O.[CH2:7]([NH:9][NH2:10])[CH3:8].[C:11]([C:13]1[CH:14]=[C:15]([C:19]#[C:20][C:21](OCC)=[O:22])[CH:16]=[CH:17][CH:18]=1)#[N:12].C(N(CC)CC)C, predict the reaction product. The product is: [CH2:7]([N:9]1[C:19]([C:15]2[CH:14]=[C:13]([CH:18]=[CH:17][CH:16]=2)[C:11]#[N:12])=[CH:20][C:21](=[O:22])[NH:10]1)[CH3:8]. (5) Given the reactants [CH2:1]([O:8][C:9](C1CCCCC1(N)C(O)=O)=[O:10])[C:2]1[CH:7]=[CH:6][CH:5]=[CH:4][CH:3]=1.Cl.[NH2:22][CH:23]([CH:26]1[CH2:28][CH2:27]1)[C:24]#[N:25].O[N:30]1[C:34]2[CH:35]=[CH:36][CH:37]=[CH:38][C:33]=2N=N1.CN1CC[O:43][CH2:42]C1, predict the reaction product. The product is: [CH2:1]([O:8][C:9](=[O:10])[NH:30][CH:34]1[CH2:35][CH2:36][CH2:37][CH2:38][CH:33]1[C:42](=[O:43])[NH:22][CH:23]([C:24]#[N:25])[CH:26]1[CH2:28][CH2:27]1)[C:2]1[CH:3]=[CH:4][CH:5]=[CH:6][CH:7]=1.